From a dataset of Catalyst prediction with 721,799 reactions and 888 catalyst types from USPTO. Predict which catalyst facilitates the given reaction. (1) Reactant: [OH:1][C:2]1[CH:3]=[C:4]2[C:9](=[CH:10][CH:11]=1)[N:8]=[C:7]([C:12]1[CH:20]=[CH:19][C:15]([C:16]([OH:18])=[O:17])=[CH:14][C:13]=1[O:21]C)[CH:6]=[CH:5]2.B(Br)(Br)Br.O. Product: [OH:21][C:13]1[CH:14]=[C:15]([CH:19]=[CH:20][C:12]=1[C:7]1[CH:6]=[CH:5][C:4]2[C:9](=[CH:10][CH:11]=[C:2]([OH:1])[CH:3]=2)[N:8]=1)[C:16]([OH:18])=[O:17]. The catalyst class is: 2. (2) Reactant: [OH:1][C:2]1[CH:7]=[CH:6][CH:5]=[CH:4][C:3]=1[C:8]1[C:17]2[C:12](=[CH:13][C:14]([S:18]([N:21]([CH2:27][C:28]3[CH:33]=[CH:32][C:31]([O:34][CH3:35])=[CH:30][CH:29]=3)[C:22]3[S:23][CH:24]=[CH:25][N:26]=3)(=[O:20])=[O:19])=[CH:15][CH:16]=2)[CH:11]=[CH:10][N:9]=1.C([O-])([O-])=O.[Cs+].[Cs+].Br[CH2:43][C:44]#[N:45]. Product: [C:44]([CH2:43][O:1][C:2]1[CH:7]=[CH:6][CH:5]=[CH:4][C:3]=1[C:8]1[C:17]2[C:12](=[CH:13][C:14]([S:18]([N:21]([CH2:27][C:28]3[CH:29]=[CH:30][C:31]([O:34][CH3:35])=[CH:32][CH:33]=3)[C:22]3[S:23][CH:24]=[CH:25][N:26]=3)(=[O:20])=[O:19])=[CH:15][CH:16]=2)[CH:11]=[CH:10][N:9]=1)#[N:45]. The catalyst class is: 3. (3) Reactant: C[O:2][C:3](=[O:38])[CH2:4][C:5]1[CH:13]=[C:12]2[C:8]([C:9]([C:35](=[O:37])[CH3:36])=[CH:10][N:11]2[CH2:14][C:15]([N:17]2[CH2:21][C@H:20]([F:22])[CH2:19][C@H:18]2[C:23](=[O:34])[NH:24][CH2:25][C:26]2[CH:31]=[CH:30][CH:29]=[C:28]([Cl:32])[C:27]=2[F:33])=[O:16])=[CH:7][CH:6]=1.[OH-].[Na+]. Product: [C:35]([C:9]1[C:8]2[C:12](=[CH:13][C:5]([CH2:4][C:3]([OH:38])=[O:2])=[CH:6][CH:7]=2)[N:11]([CH2:14][C:15]([N:17]2[CH2:21][C@H:20]([F:22])[CH2:19][C@H:18]2[C:23](=[O:34])[NH:24][CH2:25][C:26]2[CH:31]=[CH:30][CH:29]=[C:28]([Cl:32])[C:27]=2[F:33])=[O:16])[CH:10]=1)(=[O:37])[CH3:36]. The catalyst class is: 20.